Predict the reaction yield, written as a fraction of the theoretical maximum amount of product (1.0 means a 100% yield; for example, 0.34 means a 34% yield). From a dataset of Reaction yield outcomes from USPTO patents with 853,638 reactions. (1) The reactants are [F:1][C:2]1[CH:18]=[CH:17][C:5]([O:6][C:7]2[CH:12]=[CH:11][C:10]([CH2:13][CH2:14][NH:15][CH3:16])=[CH:9][CH:8]=2)=[CH:4][CH:3]=1.CS[C:21]1[NH:22][CH:23]=[C:24]([CH2:28][C:29]2[CH:30]=[N:31][CH:32]=[N:33][CH:34]=2)[C:25](=[O:27])[N:26]=1. The catalyst is C(O)C. The product is [F:1][C:2]1[CH:18]=[CH:17][C:5]([O:6][C:7]2[CH:12]=[CH:11][C:10]([CH2:13][CH2:14][N:15]([CH3:16])[C:21]3[NH:22][CH:23]=[C:24]([CH2:28][C:29]4[CH:30]=[N:31][CH:32]=[N:33][CH:34]=4)[C:25](=[O:27])[N:26]=3)=[CH:9][CH:8]=2)=[CH:4][CH:3]=1. The yield is 0.200. (2) The reactants are Cl[C:2]1[C:7]([C:8]#[N:9])=[C:6]([OH:10])[N:5]=[C:4]([CH3:11])[CH:3]=1.O1CCCC1.[CH3:17][NH2:18]. No catalyst specified. The product is [OH:10][C:6]1[N:5]=[C:4]([CH3:11])[CH:3]=[C:2]([NH:18][CH3:17])[C:7]=1[C:8]#[N:9]. The yield is 0.610. (3) The reactants are [F:1][C:2]1[CH:17]=[C:16]([CH:18]=O)[CH:15]=[CH:14][C:3]=1[O:4][C:5]1[N:6]=[CH:7][C:8]([C:11]([NH2:13])=[O:12])=[N:9][CH:10]=1.[CH:20]([O:23][CH2:24][CH2:25][CH2:26][NH2:27])([CH3:22])[CH3:21].[BH4-].[Na+]. The catalyst is CO. The product is [F:1][C:2]1[CH:17]=[C:16]([CH2:18][NH:27][CH2:26][CH2:25][CH2:24][O:23][CH:20]([CH3:22])[CH3:21])[CH:15]=[CH:14][C:3]=1[O:4][C:5]1[N:6]=[CH:7][C:8]([C:11]([NH2:13])=[O:12])=[N:9][CH:10]=1. The yield is 0.710. (4) The reactants are [CH:1]1([C:6]2[NH:10][C:9]3[C:11]([C:16]([OH:18])=O)=[CH:12][CH:13]=[C:14]([OH:15])[C:8]=3[N:7]=2)[CH2:5][CH2:4][CH2:3][CH2:2]1.[NH2:19][C@H:20]1[CH2:25][CH2:24][CH2:23][N:22](C(OC(C)(C)C)=O)[CH2:21]1. No catalyst specified. The product is [CH:1]1([C:6]2[NH:10][C:9]3[C:11]([C:16]([NH:19][C@H:20]4[CH2:25][CH2:24][CH2:23][NH:22][CH2:21]4)=[O:18])=[CH:12][CH:13]=[C:14]([OH:15])[C:8]=3[N:7]=2)[CH2:2][CH2:3][CH2:4][CH2:5]1. The yield is 0.270. (5) The reactants are C([N:8]1[CH2:13][CH2:12][N:11]([C:14]2[C:15]3[S:22][CH:21]=[CH:20][C:16]=3[N:17]([CH3:19])[N:18]=2)[CH2:10][CH2:9]1)C1C=CC=CC=1.ClC(OC(Cl)=O)C. The catalyst is C(Cl)Cl. The product is [CH3:19][N:17]1[C:16]2[CH:20]=[CH:21][S:22][C:15]=2[C:14]([N:11]2[CH2:10][CH2:9][NH:8][CH2:13][CH2:12]2)=[N:18]1. The yield is 0.800.